Dataset: NCI-60 drug combinations with 297,098 pairs across 59 cell lines. Task: Regression. Given two drug SMILES strings and cell line genomic features, predict the synergy score measuring deviation from expected non-interaction effect. (1) Drug 1: C1=C(C(=O)NC(=O)N1)N(CCCl)CCCl. Drug 2: C1C(C(OC1N2C=NC3=C2NC=NCC3O)CO)O. Cell line: OVCAR3. Synergy scores: CSS=19.4, Synergy_ZIP=-5.19, Synergy_Bliss=-0.218, Synergy_Loewe=-4.32, Synergy_HSA=0.853. (2) Drug 1: CN(C)N=NC1=C(NC=N1)C(=O)N. Drug 2: C1C(C(OC1N2C=NC3=C2NC=NCC3O)CO)O. Cell line: A549. Synergy scores: CSS=-1.01, Synergy_ZIP=-0.976, Synergy_Bliss=-4.64, Synergy_Loewe=-5.35, Synergy_HSA=-5.33. (3) Drug 1: CC1=C2C(C(=O)C3(C(CC4C(C3C(C(C2(C)C)(CC1OC(=O)C(C(C5=CC=CC=C5)NC(=O)OC(C)(C)C)O)O)OC(=O)C6=CC=CC=C6)(CO4)OC(=O)C)OC)C)OC. Drug 2: C1=CN(C(=O)N=C1N)C2C(C(C(O2)CO)O)O.Cl. Cell line: ACHN. Synergy scores: CSS=54.7, Synergy_ZIP=-5.33, Synergy_Bliss=-5.83, Synergy_Loewe=-1.66, Synergy_HSA=0.546. (4) Synergy scores: CSS=16.7, Synergy_ZIP=-4.24, Synergy_Bliss=-1.85, Synergy_Loewe=-51.8, Synergy_HSA=0.0146. Drug 2: CN1C2=C(C=C(C=C2)N(CCCl)CCCl)N=C1CCCC(=O)O.Cl. Drug 1: COC1=CC(=CC(=C1O)OC)C2C3C(COC3=O)C(C4=CC5=C(C=C24)OCO5)OC6C(C(C7C(O6)COC(O7)C8=CC=CS8)O)O. Cell line: PC-3. (5) Drug 1: CC1=C(C=C(C=C1)C(=O)NC2=CC(=CC(=C2)C(F)(F)F)N3C=C(N=C3)C)NC4=NC=CC(=N4)C5=CN=CC=C5. Drug 2: CC1=C(C(=O)C2=C(C1=O)N3CC4C(C3(C2COC(=O)N)OC)N4)N. Cell line: IGROV1. Synergy scores: CSS=3.54, Synergy_ZIP=-2.61, Synergy_Bliss=-6.36, Synergy_Loewe=-7.73, Synergy_HSA=-7.35. (6) Drug 1: C1CCC(C1)C(CC#N)N2C=C(C=N2)C3=C4C=CNC4=NC=N3. Drug 2: C1=CC=C(C=C1)NC(=O)CCCCCCC(=O)NO. Cell line: TK-10. Synergy scores: CSS=15.6, Synergy_ZIP=-3.84, Synergy_Bliss=-2.53, Synergy_Loewe=-9.65, Synergy_HSA=-1.67.